Dataset: Reaction yield outcomes from USPTO patents with 853,638 reactions. Task: Predict the reaction yield, written as a fraction of the theoretical maximum amount of product (1.0 means a 100% yield; for example, 0.34 means a 34% yield). (1) The reactants are C[C:2]1[N:10]=[C:9]([O:11][C:12]2[CH:17]=[CH:16][CH:15]=[CH:14][CH:13]=2)[CH:8]=[CH:7][C:3]=1[C:4](N)=[O:5].[OH-:18].[Li+].Cl. The catalyst is C1COCC1.CO. The product is [O:11]([C:9]1[CH:8]=[CH:7][C:3]([C:4]([OH:5])=[O:18])=[CH:2][N:10]=1)[C:12]1[CH:17]=[CH:16][CH:15]=[CH:14][CH:13]=1. The yield is 1.00. (2) The reactants are [C:1]([NH2:9])(=[O:8])[C:2]1[CH:7]=[CH:6][CH:5]=[CH:4][CH:3]=1.O.[C:11]([OH:15])(=[O:14])[CH:12]=[O:13]. The catalyst is CC(C)=O. The product is [C:1]([NH:9][CH:12]([OH:13])[C:11]([OH:15])=[O:14])(=[O:8])[C:2]1[CH:7]=[CH:6][CH:5]=[CH:4][CH:3]=1. The yield is 1.00.